Task: Regression. Given a peptide amino acid sequence and an MHC pseudo amino acid sequence, predict their binding affinity value. This is MHC class I binding data.. Dataset: Peptide-MHC class I binding affinity with 185,985 pairs from IEDB/IMGT (1) The peptide sequence is TIIGRRLQR. The MHC is HLA-A68:01 with pseudo-sequence HLA-A68:01. The binding affinity (normalized) is 0.406. (2) The peptide sequence is ERPIFPHPSKPTFLP. The MHC is HLA-B40:01 with pseudo-sequence HLA-B40:01. The binding affinity (normalized) is 0.00560. (3) The peptide sequence is RQILDNAAK. The MHC is HLA-A68:01 with pseudo-sequence HLA-A68:01. The binding affinity (normalized) is 0.0320. (4) The MHC is HLA-B18:01 with pseudo-sequence HLA-B18:01. The peptide sequence is EEPVALLPLS. The binding affinity (normalized) is 0.108. (5) The peptide sequence is ATGPITTLW. The MHC is HLA-A32:01 with pseudo-sequence HLA-A32:01. The binding affinity (normalized) is 0.501. (6) The peptide sequence is GVYSVFYLY. The MHC is HLA-A68:01 with pseudo-sequence HLA-A68:01. The binding affinity (normalized) is 0.662.